From a dataset of Catalyst prediction with 721,799 reactions and 888 catalyst types from USPTO. Predict which catalyst facilitates the given reaction. (1) Reactant: [CH:1]1([N:6]2[C:14]3[C:9](=[CH:10][CH:11]=[C:12](C(O)=O)[CH:13]=3)[C:8]([CH2:18][CH3:19])=[N:7]2)[CH2:5][CH2:4][CH2:3][CH2:2]1.C([N:22](CC)CC)C.C1(P(N=[N+]=[N-])(C2C=CC=CC=2)=O)C=CC=CC=1. Product: [NH2:22][C:12]1[CH:13]=[C:14]2[C:9]([C:8]([CH2:18][CH3:19])=[N:7][N:6]2[CH:1]2[CH2:5][CH2:4][CH2:3][CH2:2]2)=[CH:10][CH:11]=1. The catalyst class is: 107. (2) Reactant: [C:1]([O:5][C:6](=[O:26])[CH2:7][S:8][C:9]([NH:18][CH2:19][C:20]1[CH:25]=[CH:24][CH:23]=[CH:22][CH:21]=1)=[C:10]1[C:15](=[O:16])[CH2:14][CH2:13][CH2:12][C:11]1=O)([CH3:4])([CH3:3])[CH3:2].CC(C)([O-])C.[K+]. Product: [C:1]([O:5][C:6]([C:7]1[S:8][C:9]([NH:18][CH2:19][C:20]2[CH:25]=[CH:24][CH:23]=[CH:22][CH:21]=2)=[C:10]2[C:15](=[O:16])[CH2:14][CH2:13][CH2:12][C:11]=12)=[O:26])([CH3:4])([CH3:3])[CH3:2]. The catalyst class is: 41. (3) Reactant: [CH:1]([N:4]1[C:8]([C:9]([OH:11])=O)=[CH:7][C:6]([CH3:12])=[N:5]1)([CH3:3])[CH3:2].O1CCCC1.C(Cl)(=O)C(Cl)=O.[NH2:24][C:25]1[CH:26]=[C:27]([CH:44]=[CH:45][CH:46]=1)[O:28][C:29]1[CH:30]=[CH:31][C:32]2[N:33]([N:35]=[C:36]([NH:38][C:39]([CH:41]3[CH2:43][CH2:42]3)=[O:40])[N:37]=2)[CH:34]=1. Product: [CH:41]1([C:39]([NH:38][C:36]2[N:37]=[C:32]3[CH:31]=[CH:30][C:29]([O:28][C:27]4[CH:26]=[C:25]([NH:24][C:9]([C:8]5[N:4]([CH:1]([CH3:2])[CH3:3])[N:5]=[C:6]([CH3:12])[CH:7]=5)=[O:11])[CH:46]=[CH:45][CH:44]=4)=[CH:34][N:33]3[N:35]=2)=[O:40])[CH2:42][CH2:43]1. The catalyst class is: 402.